Task: Predict the reactants needed to synthesize the given product.. Dataset: Full USPTO retrosynthesis dataset with 1.9M reactions from patents (1976-2016) (1) Given the product [O:13]=[C:10]1[NH:9][C:8]2[CH:14]=[C:4]([CH2:3][CH2:2][O:1][S:28]([CH3:27])(=[O:30])=[O:29])[CH:5]=[CH:6][C:7]=2[S:12][CH2:11]1, predict the reactants needed to synthesize it. The reactants are: [OH:1][CH2:2][CH2:3][C:4]1[CH:5]=[CH:6][C:7]2[S:12][CH2:11][C:10](=[O:13])[NH:9][C:8]=2[CH:14]=1.C(N(CC)CC)C.CC=C(C)C.[CH3:27][S:28](Cl)(=[O:30])=[O:29]. (2) Given the product [NH2:6][C:5]1[N:10]([C:12]2[CH:13]=[CH:14][C:15]([C:16]([OH:18])=[O:17])=[CH:19][CH:20]=2)[N:11]=[C:3]([C:2]([CH3:9])([CH3:8])[CH3:1])[CH:4]=1, predict the reactants needed to synthesize it. The reactants are: [CH3:1][C:2]([CH3:9])([CH3:8])[C:3](=O)[CH2:4][C:5]#[N:6].[NH:10]([C:12]1[CH:20]=[CH:19][C:15]([C:16]([OH:18])=[O:17])=[CH:14][CH:13]=1)[NH2:11].C(O)(=O)C. (3) Given the product [Cl:19][C:20]1[C:21]([NH:28][C@@H:29]2[CH2:34][CH2:33][CH2:32][N:31]([C:35]([O:37][C:38]([CH3:41])([CH3:40])[CH3:39])=[O:36])[CH2:30]2)=[N:22][CH:23]=[C:24](/[CH:26]=[C:9](\[F:15])/[C:10]([O:12][CH2:13][CH3:14])=[O:11])[CH:25]=1, predict the reactants needed to synthesize it. The reactants are: C(OP([CH:9]([F:15])[C:10]([O:12][CH2:13][CH3:14])=[O:11])(OCC)=O)C.[Mg+2].[Br-].[Br-].[Cl:19][C:20]1[C:21]([NH:28][C@@H:29]2[CH2:34][CH2:33][CH2:32][N:31]([C:35]([O:37][C:38]([CH3:41])([CH3:40])[CH3:39])=[O:36])[CH2:30]2)=[N:22][CH:23]=[C:24]([CH:26]=O)[CH:25]=1.Cl. (4) Given the product [F:1][C:2]1[N:7]=[CH:6][C:5]([CH:8]([N:16]2[CH2:21][CH2:20][O:19][CH2:18][CH2:17]2)[CH3:9])=[CH:4][CH:3]=1, predict the reactants needed to synthesize it. The reactants are: [F:1][C:2]1[N:7]=[CH:6][C:5]([CH:8](O)[CH3:9])=[CH:4][CH:3]=1.CS(Cl)(=O)=O.[NH:16]1[CH2:21][CH2:20][O:19][CH2:18][CH2:17]1. (5) Given the product [OH:15][C:14]([C:22]1[CH:27]=[CH:26][CH:25]=[CH:24][CH:23]=1)([C:16]1[CH:21]=[CH:20][CH:19]=[CH:18][CH:17]=1)[CH2:13][NH:12][C:51]1[C:60]2[C:55](=[CH:56][CH:57]=[CH:58][CH:59]=2)[N:54]=[C:53]([C:61]2[CH:62]=[CH:63][C:64]([NH:67][S:68]([CH3:71])(=[O:69])=[O:70])=[CH:65][CH:66]=2)[N:52]=1, predict the reactants needed to synthesize it. The reactants are: ClC1N=CC2C(=CC=CC=2[NH:12][CH2:13][C:14]([C:22]2[CH:27]=[CH:26][CH:25]=[CH:24][CH:23]=2)([C:16]2[CH:21]=[CH:20][CH:19]=[CH:18][CH:17]=2)[OH:15])N=1.CS(NC1C=CC(B(O)O)=CC=1)(=O)=O.C1(C(C2C=CC=CN=2)CN[C:51]2[C:60]3[C:55](=[CH:56][CH:57]=[CH:58][CH:59]=3)[N:54]=[C:53]([C:61]3[CH:66]=[CH:65][C:64]([NH:67][S:68]([CH3:71])(=[O:70])=[O:69])=[CH:63][CH:62]=3)[N:52]=2)C=CC=CC=1. (6) Given the product [Br:1][C:2]1[CH:3]=[C:4]([CH:8]=[CH:9][CH:10]=1)[CH2:5][CH2:6][NH:7][C:20](=[O:21])[C:19]([F:30])([F:29])[F:18], predict the reactants needed to synthesize it. The reactants are: [Br:1][C:2]1[CH:3]=[C:4]([CH:8]=[CH:9][CH:10]=1)[CH2:5][CH2:6][NH2:7].C(NC(C)C)(C)C.[F:18][C:19]([F:30])([F:29])[C:20](O[C:20](=[O:21])[C:19]([F:30])([F:29])[F:18])=[O:21]. (7) Given the product [C:46]([NH:1][C:2]1[CH:3]=[CH:4][C:5]2[O:9][C:8]([C:10]([NH:12][C:13]3[CH:18]=[CH:17][C:16]([C:19]4[CH:20]=[CH:21][C:22]([S:25]([NH:28][C@H:29]([C:33]([OH:35])=[O:34])[CH:30]([CH3:32])[CH3:31])(=[O:26])=[O:27])=[CH:23][CH:24]=4)=[CH:15][CH:14]=3)=[O:11])=[CH:7][C:6]=2[CH:36]=1)(=[O:48])[CH3:47], predict the reactants needed to synthesize it. The reactants are: [NH2:1][C:2]1[CH:3]=[CH:4][C:5]2[O:9][C:8]([C:10]([NH:12][C:13]3[CH:18]=[CH:17][C:16]([C:19]4[CH:24]=[CH:23][C:22]([S:25]([NH:28][C@H:29]([C:33]([OH:35])=[O:34])[CH:30]([CH3:32])[CH3:31])(=[O:27])=[O:26])=[CH:21][CH:20]=4)=[CH:15][CH:14]=3)=[O:11])=[CH:7][C:6]=2[CH:36]=1.C(N(CC)C(C)C)(C)C.[C:46](Cl)(=[O:48])[CH3:47].